From a dataset of Reaction yield outcomes from USPTO patents with 853,638 reactions. Predict the reaction yield, written as a fraction of the theoretical maximum amount of product (1.0 means a 100% yield; for example, 0.34 means a 34% yield). (1) The reactants are [F:1][C:2]1[CH:7]=[C:6]([OH:8])[CH:5]=[CH:4][C:3]=1[NH:9][C:10]([C:12]1[C:13](=[O:25])[N:14]([C:19]2[CH:24]=[CH:23][CH:22]=[CH:21][CH:20]=2)[N:15]([CH3:18])[C:16]=1[CH3:17])=[O:11].CC([O-])(C)C.[K+].[Cl:32][C:33]1[C:34]([C:40]([NH2:42])=[O:41])=[N:35][CH:36]=[CH:37][C:38]=1Cl.CCOC(C)=O. The catalyst is CN(C=O)C.O. The product is [Cl:32][C:33]1[C:34]([C:40]([NH2:42])=[O:41])=[N:35][CH:36]=[CH:37][C:38]=1[O:8][C:6]1[CH:5]=[CH:4][C:3]([NH:9][C:10]([C:12]2[C:13](=[O:25])[N:14]([C:19]3[CH:20]=[CH:21][CH:22]=[CH:23][CH:24]=3)[N:15]([CH3:18])[C:16]=2[CH3:17])=[O:11])=[C:2]([F:1])[CH:7]=1. The yield is 0.870. (2) The reactants are [Cl:1][C:2]1[CH:9]=[CH:8][C:5]([C:6]#[N:7])=[C:4]([O:10][C:11]2[CH:16]=[CH:15][CH:14]=[C:13]([CH:17]=O)[CH:12]=2)[CH:3]=1.[NH2:19][CH2:20][CH2:21][CH2:22][OH:23].C([BH3-])#N.[Na+].[C:28]([OH:35])(=[O:34])/[CH:29]=[CH:30]/[C:31]([OH:33])=[O:32]. The catalyst is C(O)(=O)C.CO. The product is [C:28]([OH:35])(=[O:34])/[CH:29]=[CH:30]/[C:31]([OH:33])=[O:32].[Cl:1][C:2]1[CH:9]=[CH:8][C:5]([C:6]#[N:7])=[C:4]([O:10][C:11]2[CH:16]=[CH:15][CH:14]=[C:13]([CH2:17][NH:19][CH2:20][CH2:21][CH2:22][OH:23])[CH:12]=2)[CH:3]=1. The yield is 0.990.